This data is from Forward reaction prediction with 1.9M reactions from USPTO patents (1976-2016). The task is: Predict the product of the given reaction. (1) The product is: [F:39][C:33]1[C:34]([F:38])=[CH:35][CH:36]=[CH:37][C:32]=1[O:31][CH2:30][CH2:29][N:18]1[CH2:19][CH2:20][C:15]([CH2:14][CH2:13][CH2:12][C:11]2[C:10]3[C:5](=[CH:6][CH:7]=[C:8]([O:26][CH3:27])[CH:9]=3)[N:4]=[CH:3][C:2]=2[F:1])([C:21]([O:23][CH2:24][CH3:25])=[O:22])[CH2:16][CH2:17]1. Given the reactants [F:1][C:2]1[CH:3]=[N:4][C:5]2[C:10]([C:11]=1[CH2:12][CH2:13][CH2:14][C:15]1([C:21]([O:23][CH2:24][CH3:25])=[O:22])[CH2:20][CH2:19][NH:18][CH2:17][CH2:16]1)=[CH:9][C:8]([O:26][CH3:27])=[CH:7][CH:6]=2.Br[CH2:29][CH2:30][O:31][C:32]1[CH:37]=[CH:36][CH:35]=[C:34]([F:38])[C:33]=1[F:39].[I-].[K+].C(=O)([O-])[O-].[K+].[K+], predict the reaction product. (2) Given the reactants [CH3:1][O:2][C:3]([NH:5][C@@H:6]([C@H:56](OC)[CH3:57])[C:7]([N:9]1[C@H:14]([C:15]2[NH:16][C:17]([C:20]3[CH:25]=[CH:24][C:23]([C:26]4[CH:27]=[C:28]5[C:52](=[CH:53][CH:54]=4)[C:32]4[NH:33][C:34]([C@@H:36]6[CH2:40][CH2:39][CH2:38][N:37]6[C:41](=[O:51])[C@@H:42]([NH:46][C:47](=[O:50])[O:48][CH3:49])[CH:43]([CH3:45])[CH3:44])=[N:35][C:31]=4[CH:30]=[CH:29]5)=[CH:22][CH:21]=3)=[CH:18][N:19]=2)[C@@H:13]2[CH2:55][C@H:10]1[CH2:11][CH2:12]2)=[O:8])=[O:4].[CH3:60][O:61][C@H:62](C)[C@H:63](NC(OC)=O)C(O)=O, predict the reaction product. The product is: [CH3:1][O:2][C:3]([NH:5][C@@H:6]([CH:56]1[CH2:57][CH2:60][O:61][CH2:62][CH2:63]1)[C:7]([N:9]1[C@H:14]([C:15]2[NH:16][C:17]([C:20]3[CH:21]=[CH:22][C:23]([C:26]4[CH:27]=[C:28]5[C:52](=[CH:53][CH:54]=4)[C:32]4[NH:33][C:34]([C@@H:36]6[CH2:40][CH2:39][CH2:38][N:37]6[C:41](=[O:51])[C@@H:42]([NH:46][C:47](=[O:50])[O:48][CH3:49])[CH:43]([CH3:44])[CH3:45])=[N:35][C:31]=4[CH:30]=[CH:29]5)=[CH:24][CH:25]=3)=[CH:18][N:19]=2)[C@@H:13]2[CH2:55][C@H:10]1[CH2:11][CH2:12]2)=[O:8])=[O:4]. (3) Given the reactants [C:1]([C:4]1[CH:5]=[C:6]([C:10]([NH:13][C:14]([NH:16][C:17]2[CH:22]=[CH:21][C:20]([Cl:23])=[CH:19][CH:18]=2)=[O:15])([CH3:12])[CH3:11])[CH:7]=[CH:8][CH:9]=1)(=[O:3])[CH3:2].[H-].[Al+3].[Li+].[H-].[H-].[H-], predict the reaction product. The product is: [Cl:23][C:20]1[CH:21]=[CH:22][C:17]([NH:16][C:14]([NH:13][C:10]([C:6]2[CH:7]=[CH:8][CH:9]=[C:4]([CH:1]([OH:3])[CH3:2])[CH:5]=2)([CH3:12])[CH3:11])=[O:15])=[CH:18][CH:19]=1. (4) Given the reactants [Cl-].O[NH3+:3].[C:4](=[O:7])([O-])[OH:5].[Na+].CS(C)=O.[CH:13]1([C:16]2[N:51]=[C:19]3[N:20]([CH2:43][C:44]4[CH:49]=[CH:48][C:47]([F:50])=[CH:46][CH:45]=4)[C:21](=[O:42])[C:22]([CH2:27][C:28]4[CH:33]=[CH:32][C:31]([C:34]5[C:35]([C:40]#[N:41])=[CH:36][CH:37]=[CH:38][CH:39]=5)=[CH:30][CH:29]=4)=[C:23]([CH2:24][CH2:25][CH3:26])[N:18]3[N:17]=2)[CH2:15][CH2:14]1, predict the reaction product. The product is: [CH:13]1([C:16]2[N:51]=[C:19]3[N:20]([CH2:43][C:44]4[CH:49]=[CH:48][C:47]([F:50])=[CH:46][CH:45]=4)[C:21](=[O:42])[C:22]([CH2:27][C:28]4[CH:33]=[CH:32][C:31]([C:34]5[CH:39]=[CH:38][CH:37]=[CH:36][C:35]=5[C:40]5[NH:3][C:4](=[O:7])[O:5][N:41]=5)=[CH:30][CH:29]=4)=[C:23]([CH2:24][CH2:25][CH3:26])[N:18]3[N:17]=2)[CH2:14][CH2:15]1. (5) Given the reactants [CH3:1][O:2][C:3]1[C:4]([N+:30]([O-])=O)=[CH:5][C:6]2[CH2:7][C@H:8]3[N:19]([C:20]([O:22][CH2:23][C:24]4[CH:29]=[CH:28][CH:27]=[CH:26][CH:25]=4)=[O:21])[CH2:18][CH2:17][C@@:14]4([C:15]=2[CH:16]=1)[C@H:9]3[CH2:10][CH2:11][CH2:12][CH2:13]4.O.NN, predict the reaction product. The product is: [NH2:30][C:4]1[C:3]([O:2][CH3:1])=[CH:16][C:15]2[C@:14]34[CH2:17][CH2:18][N:19]([C:20]([O:22][CH2:23][C:24]5[CH:25]=[CH:26][CH:27]=[CH:28][CH:29]=5)=[O:21])[C@@H:8]([C@@H:9]3[CH2:10][CH2:11][CH2:12][CH2:13]4)[CH2:7][C:6]=2[CH:5]=1. (6) Given the reactants [NH2:1][C:2]1[N:10]=[CH:9][CH:8]=[CH:7][C:3]=1[C:4](O)=[O:5].CC[N:13]=C=NCCCN(C)C.C1C=CC2N(O)N=NC=2C=1.[Cl-].[NH4+].C(N(C(C)C)CC)(C)C, predict the reaction product. The product is: [NH2:1][C:2]1[N:10]=[CH:9][CH:8]=[CH:7][C:3]=1[C:4]([NH2:13])=[O:5]. (7) Given the reactants F[C:2]1[CH:7]=[C:6]([F:8])[CH:5]=[CH:4][C:3]=1[N+:9]([O-:11])=[O:10].[CH:12]1([C:18]2[NH:19][CH:20]=[C:21]([CH3:23])[N:22]=2)[CH2:17][CH2:16][CH2:15][CH2:14][CH2:13]1.C(=O)([O-])[O-].[K+].[K+], predict the reaction product. The product is: [CH:12]1([C:18]2[N:19]([C:2]3[CH:7]=[C:6]([F:8])[CH:5]=[CH:4][C:3]=3[N+:9]([O-:11])=[O:10])[CH:20]=[C:21]([CH3:23])[N:22]=2)[CH2:13][CH2:14][CH2:15][CH2:16][CH2:17]1. (8) Given the reactants [O:1]=[C:2]([CH3:10])[CH2:3][S:4][CH2:5][C:6]([O:8][CH3:9])=[O:7].[Na].[C:12]1(=O)[CH2:17][CH2:16][CH2:15][CH2:14][C:13]1=O, predict the reaction product. The product is: [C:2]([C:3]1[S:4][C:5]([C:6]([O:8][CH3:9])=[O:7])=[C:13]2[CH2:14][CH2:15][CH2:16][CH2:17][C:12]=12)(=[O:1])[CH3:10]. (9) Given the reactants [C:1]([C:3]1[C:4]([N:14]2[CH2:19][CH2:18][CH:17]([C:20]([O:22][C:23]([CH3:26])([CH3:25])[CH3:24])=[O:21])[CH2:16][CH2:15]2)=[N:5][C:6]([S:12][CH3:13])=[C:7]([C:9](F)=[O:10])[CH:8]=1)#[N:2].[CH2:27]([CH:30]([C:38]([O:40][C:41]([CH3:44])([CH3:43])[CH3:42])=[O:39])[C:31]([O:33][C:34]([CH3:37])([CH3:36])[CH3:35])=[O:32])[CH2:28][CH3:29].[O-]OOO[O-].[Na+].[Na+].C(O)(C(F)(F)F)=O, predict the reaction product. The product is: [C:23]([O:22][C:20]([CH:17]1[CH2:18][CH2:19][N:14]([C:4]2[N:5]=[C:6]([S:12][CH3:13])[C:7]([C:9]([C:30]([CH2:27][CH2:28][CH3:29])([C:31]([O:33][C:34]([CH3:37])([CH3:36])[CH3:35])=[O:32])[C:38]([O:40][C:41]([CH3:44])([CH3:43])[CH3:42])=[O:39])=[O:10])=[CH:8][C:3]=2[C:1]#[N:2])[CH2:15][CH2:16]1)=[O:21])([CH3:26])([CH3:25])[CH3:24]. (10) The product is: [NH2:5][C:4](=[N:6][O:7][CH:19]=[CH:18][C:17]([O:21][CH2:22][CH3:23])=[O:20])[CH2:3][C:2]([F:9])([F:8])[F:1]. Given the reactants [F:1][C:2]([F:9])([F:8])[CH2:3][C:4](=[N:6][OH:7])[NH2:5].CCN(CC)CC.[C:17]([O:21][CH2:22][CH3:23])(=[O:20])[C:18]#[CH:19], predict the reaction product.